From a dataset of Catalyst prediction with 721,799 reactions and 888 catalyst types from USPTO. Predict which catalyst facilitates the given reaction. (1) Reactant: Br[C:2]1[C:3]([C:8]#[N:9])=[N:4][CH:5]=[CH:6][CH:7]=1.[CH3:10][O:11][C:12]1[CH:13]=[C:14]([CH:18]=[CH:19][CH:20]=1)[C:15](Cl)=[O:16].[NH4+].[Cl-]. Product: [CH3:10][O:11][C:12]1[CH:13]=[C:14]([CH:18]=[CH:19][CH:20]=1)[C:15]([C:2]1[C:3]([C:8]#[N:9])=[N:4][CH:5]=[CH:6][CH:7]=1)=[O:16]. The catalyst class is: 324. (2) Reactant: [F:1][C:2]1[CH:10]=[C:9]2[C:5]([C:6]([C:11]([OH:13])=[O:12])=[N:7][NH:8]2)=[CH:4][CH:3]=1.[Br:14]Br. Product: [Br:14][C:3]1[CH:4]=[C:5]2[C:9](=[CH:10][C:2]=1[F:1])[NH:8][N:7]=[C:6]2[C:11]([OH:13])=[O:12]. The catalyst class is: 15. (3) Reactant: FC(F)(F)C(O)=O.C(OC(=O)[NH:14][C@H:15]1[CH2:20][CH2:19][C@H:18]([CH2:21][CH:22]2[CH2:36][C:25]3=[C:26]4[C:31](=[N:32][CH:33]=[C:24]3[O:23]2)[CH:30]=[CH:29][C:28]([O:34][CH3:35])=[N:27]4)[CH2:17][CH2:16]1)(C)(C)C. Product: [CH3:35][O:34][C:28]1[CH:29]=[CH:30][C:31]2[C:26]([N:27]=1)=[C:25]1[CH2:36][CH:22]([CH2:21][C@H:18]3[CH2:19][CH2:20][C@H:15]([NH2:14])[CH2:16][CH2:17]3)[O:23][C:24]1=[CH:33][N:32]=2. The catalyst class is: 4. (4) Reactant: [Cl:1][C:2]1[N:10]=[C:9]([NH2:11])[N:8]=[C:7]2[C:3]=1[N:4]=[CH:5][NH:6]2.[H-].[Na+].Cl[CH2:15][O:16][CH2:17][CH2:18][Si:19]([CH3:22])([CH3:21])[CH3:20]. Product: [Cl:1][C:2]1[N:10]=[C:9]([NH2:11])[N:8]=[C:7]2[C:3]=1[N:4]=[CH:5][N:6]2[CH2:15][O:16][CH2:17][CH2:18][Si:19]([CH3:22])([CH3:21])[CH3:20]. The catalyst class is: 3. (5) Reactant: P(OCC)(OCC)([S-])=[S:2].[CH3:10][O:11][C:12]([C:14]1[C:15]([C:22]2[CH:27]=[CH:26][CH:25]=[CH:24][C:23]=2[N+:28]([O-:30])=[O:29])=[CH:16][CH:17]=[C:18]([C:20]#[N:21])[CH:19]=1)=[O:13]. Product: [CH3:10][O:11][C:12]([C:14]1[C:15]([C:22]2[CH:27]=[CH:26][CH:25]=[CH:24][C:23]=2[N+:28]([O-:30])=[O:29])=[CH:16][CH:17]=[C:18]([C:20](=[S:2])[NH2:21])[CH:19]=1)=[O:13]. The catalyst class is: 20. (6) The catalyst class is: 6. Product: [CH3:9][C:4]1[CH:5]=[C:6]([CH3:8])[CH:7]=[C:2]([CH3:1])[C:3]=1[CH:10]1[C:12](=[O:19])[CH:16]=[CH:15][CH:14]1[OH:13]. Reactant: [CH3:1][C:2]1[CH:7]=[C:6]([CH3:8])[CH:5]=[C:4]([CH3:9])[C:3]=1[CH:10]([C:12]1[O:13][CH:14]=[CH:15][CH:16]=1)O.CC(C)=[O:19].